Predict which catalyst facilitates the given reaction. From a dataset of Catalyst prediction with 721,799 reactions and 888 catalyst types from USPTO. (1) Reactant: [F:1][C:2]([F:16])([F:15])[C:3]1[NH:7][C:6]2[CH:8]=[CH:9][CH:10]=[C:11]([C:12]([NH2:14])=[O:13])[C:5]=2[N:4]=1.[H-].[Na+].[C:19](Cl)(=[O:23])[CH:20]([CH3:22])[CH3:21].O. Product: [CH3:21][CH:20]([CH3:22])[C:19]([N:7]1[C:6]2[CH:8]=[CH:9][CH:10]=[C:11]([C:12]([NH2:14])=[O:13])[C:5]=2[N:4]=[C:3]1[C:2]([F:1])([F:15])[F:16])=[O:23]. The catalyst class is: 9. (2) The catalyst class is: 15. Reactant: [NH2:1][C:2]1[CH:3]=[C:4]([CH:8]=[CH:9][C:10]=1[NH2:11])[C:5]([OH:7])=[O:6].[CH3:12][C:13]1[CH:14]=[C:15]2[C:24]3[C:22]([CH:23]=1)=[CH:21][C:20]([CH3:25])=[CH:19][C:18]=3[C:17](=O)[C:16]2=O. Product: [CH3:12][C:13]1[CH:23]=[C:22]2[C:24]3=[C:15]([C:16]4[C:17]([C:18]3=[CH:19][C:20]([CH3:25])=[CH:21]2)=[N:1][C:2]2[C:10](=[CH:9][CH:8]=[C:4]([C:5]([OH:7])=[O:6])[CH:3]=2)[N:11]=4)[CH:14]=1. (3) Reactant: [F:1][C:2]1[CH:8]=[CH:7][CH:6]=[C:5]([F:9])[C:3]=1[NH2:4].[C:10](Cl)(Cl)=[S:11].C(N(C(C)C)CC)(C)C. Product: [F:1][C:2]1[CH:8]=[CH:7][CH:6]=[C:5]([F:9])[C:3]=1[N:4]=[C:10]=[S:11]. The catalyst class is: 4. (4) Reactant: CS(Cl)(=O)=O.[N:6]1([C:11]2[N:12]=[C:13]([N:23]3[CH2:28][CH2:27][O:26][CH2:25][CH2:24]3)[C:14]3[N:20]=[C:19]([CH2:21]O)[CH:18]=[CH:17][C:15]=3[N:16]=2)[CH:10]=[CH:9][N:8]=[CH:7]1.CCN(C(C)C)C(C)C.[CH3:38][N:39]([CH3:43])[CH2:40][CH2:41][NH2:42]. Product: [N:6]1([C:11]2[N:12]=[C:13]([N:23]3[CH2:28][CH2:27][O:26][CH2:25][CH2:24]3)[C:14]3[N:20]=[C:19]([CH2:21][NH:42][CH2:41][CH2:40][N:39]([CH3:43])[CH3:38])[CH:18]=[CH:17][C:15]=3[N:16]=2)[CH:10]=[CH:9][N:8]=[CH:7]1. The catalyst class is: 2.